From a dataset of Reaction yield outcomes from USPTO patents with 853,638 reactions. Predict the reaction yield, written as a fraction of the theoretical maximum amount of product (1.0 means a 100% yield; for example, 0.34 means a 34% yield). (1) The reactants are [CH3:1][N:2]([C:10]1[CH:15]=[CH:14][CH:13]=[CH:12][CH:11]=1)[C:3]1[CH:8]=[N:7][NH:6][C:5](=[O:9])[CH:4]=1.[H-].[Na+].[CH3:18][O:19][C:20](=[O:29])[CH:21](Br)[CH2:22][CH:23]1[CH2:27][CH2:26][CH2:25][CH2:24]1. The catalyst is O1CCCC1. The product is [CH3:18][O:19][C:20](=[O:29])[CH:21]([N:6]1[C:5](=[O:9])[CH:4]=[C:3]([N:2]([CH3:1])[C:10]2[CH:15]=[CH:14][CH:13]=[CH:12][CH:11]=2)[CH:8]=[N:7]1)[CH2:22][CH:23]1[CH2:24][CH2:25][CH2:26][CH2:27]1. The yield is 0.510. (2) The reactants are [F:1][C:2]1[CH:3]=[C:4]([C:11]2[CH:16]=[CH:15][C:14]([O:17][CH2:18][CH:19]3[CH2:24][CH2:23][N:22]([CH2:25][C:26]([F:29])([CH3:28])[CH3:27])[CH2:21][CH2:20]3)=[CH:13][CH:12]=2)[CH:5]=[CH:6][C:7]=1C(O)=O.[F:30][C@@H:31]1[CH2:35][NH:34][C@H:33]([C:36]([O:38][CH3:39])=[O:37])[CH2:32]1.C(Cl)CCl.C1C=CC2N(O)N=NC=2C=1.CCN(C(C)C)C(C)C.CN([CH:66]=[O:67])C. No catalyst specified. The product is [F:30][C@@H:31]1[CH2:35][N:34]([C:66]([C:3]2[C:4]([C:11]3[CH:12]=[CH:13][C:14]([O:17][CH2:18][CH:19]4[CH2:20][CH2:21][N:22]([CH2:25][C:26]([F:29])([CH3:28])[CH3:27])[CH2:23][CH2:24]4)=[CH:15][CH:16]=3)=[CH:5][CH:6]=[CH:7][C:2]=2[F:1])=[O:67])[C@H:33]([C:36]([O:38][CH3:39])=[O:37])[CH2:32]1. The yield is 0.610. (3) The reactants are Cl.[NH2:2][C@@H:3]([CH2:8][CH2:9][CH2:10][CH3:11])[C:4]([O:6][CH3:7])=[O:5].N1C=CC=CC=1.[C:18](Cl)(Cl)=[O:19].Cl. The catalyst is ClCCl.C1(C)C=CC=CC=1. The product is [N:2]([C@@H:3]([CH2:8][CH2:9][CH2:10][CH3:11])[C:4]([O:6][CH3:7])=[O:5])=[C:18]=[O:19]. The yield is 0.910. (4) The reactants are Br[C:2]1[N:7]=[C:6]2[N:8]([CH3:22])[C:9]3[CH2:14][CH2:13][N:12]([C:15]([O:17][C:18]([CH3:21])([CH3:20])[CH3:19])=[O:16])[CH2:11][C:10]=3[C:5]2=[CH:4][CH:3]=1.[F:23][C:24]([F:39])([F:38])[C:25]1[N:30]=[CH:29][C:28]([C:31]2[CH:36]=[CH:35][NH:34][C:33](=[O:37])[CH:32]=2)=[CH:27][CH:26]=1.C([O-])([O-])=O.[Cs+].[Cs+].OC1C=CC=C2C=1N=CC=C2. The catalyst is CS(C)=O.[Cu](I)I. The product is [CH3:22][N:8]1[C:6]2=[N:7][C:2]([N:34]3[CH:35]=[CH:36][C:31]([C:28]4[CH:29]=[N:30][C:25]([C:24]([F:23])([F:38])[F:39])=[CH:26][CH:27]=4)=[CH:32][C:33]3=[O:37])=[CH:3][CH:4]=[C:5]2[C:10]2[CH2:11][N:12]([C:15]([O:17][C:18]([CH3:21])([CH3:20])[CH3:19])=[O:16])[CH2:13][CH2:14][C:9]1=2. The yield is 0.710. (5) The reactants are Cl[C:2]1[N:9]=[C:8]([CH3:10])[CH:7]=[CH:6][C:3]=1[C:4]#[N:5].[NH3:11]. The catalyst is C(O)C. The product is [NH2:11][C:2]1[N:9]=[C:8]([CH3:10])[CH:7]=[CH:6][C:3]=1[C:4]#[N:5]. The yield is 0.700. (6) The reactants are [CH2:1]1[C:10]2[C:5](=[CH:6][CH:7]=[CH:8][CH:9]=2)[C:3](=O)[CH2:2]1.[NH3:11].[H][H]. No catalyst specified. The product is [NH2:11][CH:3]1[C:5]2[C:10](=[CH:9][CH:8]=[CH:7][CH:6]=2)[CH2:1][CH2:2]1. The yield is 0.918. (7) The reactants are [C:1]([O:6][CH3:7])(=[O:5])[C:2]([CH3:4])=[CH2:3].[CH2:8]([NH2:15])[C:9]1[CH:14]=[CH:13][CH:12]=[CH:11][CH:10]=1. The catalyst is CO. The product is [CH2:8]([NH:15][CH2:3][CH:2]([CH3:4])[C:1]([O:6][CH3:7])=[O:5])[C:9]1[CH:14]=[CH:13][CH:12]=[CH:11][CH:10]=1. The yield is 0.650. (8) The reactants are Br[C:2]1[CH:7]=[CH:6][N:5]=[C:4]2[N:8]([S:11]([C:14]3[CH:19]=[CH:18][CH:17]=[CH:16][CH:15]=3)(=[O:13])=[O:12])[CH:9]=[CH:10][C:3]=12.C([O-])(=O)C.[K+].[B:25]1([B:25]2[O:29][C:28]([CH3:31])([CH3:30])[C:27]([CH3:33])([CH3:32])[O:26]2)[O:29][C:28]([CH3:31])([CH3:30])[C:27]([CH3:33])([CH3:32])[O:26]1. The catalyst is O1CCOCC1. The product is [C:14]1([S:11]([N:8]2[C:4]3=[N:5][CH:6]=[CH:7][C:2]([B:25]4[O:29][C:28]([CH3:31])([CH3:30])[C:27]([CH3:33])([CH3:32])[O:26]4)=[C:3]3[CH:10]=[CH:9]2)(=[O:13])=[O:12])[CH:19]=[CH:18][CH:17]=[CH:16][CH:15]=1. The yield is 0.920.